Dataset: Catalyst prediction with 721,799 reactions and 888 catalyst types from USPTO. Task: Predict which catalyst facilitates the given reaction. (1) Reactant: [ClH:1].CO[C:4]([CH:6]1[CH2:11][CH2:10][N:9]([CH2:12][C:13]2[CH:18]=[CH:17][CH:16]=[CH:15][CH:14]=2)[CH2:8][CH2:7]1)=[NH:5].[NH3:19]. Product: [ClH:1].[ClH:1].[CH2:12]([N:9]1[CH2:10][CH2:11][CH:6]([C:4]([NH2:19])=[NH:5])[CH2:7][CH2:8]1)[C:13]1[CH:18]=[CH:17][CH:16]=[CH:15][CH:14]=1. The catalyst class is: 5. (2) Reactant: [Br:1][C:2]1[C:7]([CH3:8])=[CH:6][C:5]([OH:9])=[CH:4][C:3]=1[CH3:10].[CH3:11][S:12][CH2:13][CH2:14][CH2:15]O.C(P(CCCC)CCCC)CCC.N(C(N1CCCCC1)=O)=NC(N1CCCCC1)=O. Product: [Br:1][C:2]1[C:7]([CH3:8])=[CH:6][C:5]([O:9][CH2:15][CH2:14][CH2:13][S:12][CH3:11])=[CH:4][C:3]=1[CH3:10]. The catalyst class is: 345.